This data is from Reaction yield outcomes from USPTO patents with 853,638 reactions. The task is: Predict the reaction yield, written as a fraction of the theoretical maximum amount of product (1.0 means a 100% yield; for example, 0.34 means a 34% yield). (1) The reactants are [C:1]1([S:7](Cl)(=[O:9])=[O:8])[CH:6]=[CH:5][CH:4]=[CH:3][CH:2]=1.[F:11][C:12]1[CH:17]=[C:16]([F:18])[CH:15]=[CH:14][C:13]=1[CH2:19][CH2:20][N:21]1[CH2:26][CH2:25][NH:24][CH2:23][CH2:22]1.C(=O)([O-])[O-].[K+].[K+]. The catalyst is CC#N. The product is [F:11][C:12]1[CH:17]=[C:16]([F:18])[CH:15]=[CH:14][C:13]=1[CH2:19][CH2:20][N:21]1[CH2:22][CH2:23][N:24]([S:7]([C:1]2[CH:6]=[CH:5][CH:4]=[CH:3][CH:2]=2)(=[O:9])=[O:8])[CH2:25][CH2:26]1. The yield is 0.230. (2) The reactants are [NH2:1][C:2]1[CH:10]=[C:9]([O:11][CH2:12][C:13]2[CH:18]=[CH:17][CH:16]=[CH:15][CH:14]=2)[C:8]([O:19][CH3:20])=[CH:7][C:3]=1[C:4]([NH2:6])=[O:5].[CH3:21]N(C=NC=[N+](C)C)C.[Cl-].C([O-])(=O)C.[Na+].C(O)(=O)C. The catalyst is O1CCOCC1. The product is [CH2:12]([O:11][C:9]1[CH:10]=[C:2]2[C:3]([C:4](=[O:5])[NH:6][CH:21]=[N:1]2)=[CH:7][C:8]=1[O:19][CH3:20])[C:13]1[CH:14]=[CH:15][CH:16]=[CH:17][CH:18]=1. The yield is 0.840. (3) The reactants are C(OC([N:8]1[C:16]2[C:11](=[CH:12][C:13]([O:17][CH2:18][CH2:19][CH2:20][CH2:21][N:22]([CH2:25][CH3:26])[CH2:23][CH3:24])=[CH:14][CH:15]=2)[CH:10]=[CH:9]1)=O)(C)(C)C.[OH-].[Na+]. The catalyst is CCO. The product is [CH2:25]([N:22]([CH2:23][CH3:24])[CH2:21][CH2:20][CH2:19][CH2:18][O:17][C:13]1[CH:12]=[C:11]2[C:16](=[CH:15][CH:14]=1)[NH:8][CH:9]=[CH:10]2)[CH3:26]. The yield is 0.960. (4) The reactants are [CH3:1][C:2]1[CH:6]=[CH:5][O:4][C:3]=1[C:7]([OH:9])=[O:8].[Li]CCCC.CN([CH:18]=[O:19])C. The catalyst is C1COCC1. The product is [CH:18]([C:5]1[O:4][C:3]([C:7]([OH:9])=[O:8])=[C:2]([CH3:1])[CH:6]=1)=[O:19]. The yield is 0.370. (5) The reactants are [CH3:1][O:2][C:3](=[O:20])[C:4]1[CH:9]=[C:8]([C:10]2[CH:14]=[CH:13][O:12][CH:11]=2)[C:7]([C:15]([F:18])([F:17])[F:16])=[CH:6][C:5]=1[NH2:19]. The catalyst is C1COCC1.O.[Ni]. The product is [CH3:1][O:2][C:3](=[O:20])[C:4]1[CH:9]=[C:8]([CH:10]2[CH2:14][CH2:13][O:12][CH2:11]2)[C:7]([C:15]([F:17])([F:18])[F:16])=[CH:6][C:5]=1[NH2:19]. The yield is 0.460. (6) The reactants are [OH:1][C:2]1[CH:7]=[C:6]([F:8])[CH:5]=[CH:4][C:3]=1/[CH:9]=[CH:10]/[C:11]1[CH:16]=[CH:15][C:14]([S:17]([C:20]2[CH:25]=[CH:24][CH:23]=[CH:22][C:21]=2[F:26])(=[O:19])=[O:18])=[CH:13][N:12]=1. The catalyst is C(OCC)(=O)C. The product is [OH:1][C:2]1[CH:7]=[C:6]([F:8])[CH:5]=[CH:4][C:3]=1[CH2:9][CH2:10][C:11]1[CH:16]=[CH:15][C:14]([S:17]([C:20]2[CH:25]=[CH:24][CH:23]=[CH:22][C:21]=2[F:26])(=[O:18])=[O:19])=[CH:13][N:12]=1. The yield is 0.140. (7) The reactants are C(N(CC)CC)C.[O:8]1[C:12]2[CH:13]=[CH:14][C:15]([CH2:17][NH:18][CH2:19][CH2:20][CH2:21][Br:22])=[CH:16][C:11]=2[O:10][CH2:9]1.[C:23](O[C:23]([O:25][C:26]([CH3:29])([CH3:28])[CH3:27])=[O:24])([O:25][C:26]([CH3:29])([CH3:28])[CH3:27])=[O:24]. The catalyst is CO. The product is [C:26]([O:25][C:23](=[O:24])[N:18]([CH2:17][C:15]1[CH:14]=[CH:13][C:12]2[O:8][CH2:9][O:10][C:11]=2[CH:16]=1)[CH2:19][CH2:20][CH2:21][Br:22])([CH3:29])([CH3:28])[CH3:27]. The yield is 0.970. (8) The reactants are [Cl:1][C:2]1[CH:3]=[C:4]([CH2:9][C:10]([OH:12])=O)[CH:5]=[CH:6][C:7]=1[Cl:8].C(N1C=CN=C1)(N1C=CN=C1)=O.Cl.[NH2:26][CH2:27][C:28]1[CH:37]=[CH:36][CH:35]=[C:34]2[C:29]=1[C:30](=[O:47])[N:31]([CH:39]1[CH2:44][CH2:43][C:42](=[O:45])[NH:41][C:40]1=[O:46])[C:32]([CH3:38])=[N:33]2. The catalyst is CN(C=O)C. The product is [Cl:1][C:2]1[CH:3]=[C:4]([CH2:9][C:10]([NH:26][CH2:27][C:28]2[CH:37]=[CH:36][CH:35]=[C:34]3[C:29]=2[C:30](=[O:47])[N:31]([CH:39]2[CH2:44][CH2:43][C:42](=[O:45])[NH:41][C:40]2=[O:46])[C:32]([CH3:38])=[N:33]3)=[O:12])[CH:5]=[CH:6][C:7]=1[Cl:8]. The yield is 0.740. (9) The reactants are [CH2:1]([C:3]1[CH:8]=[CH:7][C:6]([C:9]2[CH:14]=[C:13]([C:15]([F:18])([F:17])F)[N:12]3[N:19]=[CH:20][C:21]([C:22]([O:24][CH2:25][CH3:26])=[O:23])=[C:11]3[N:10]=2)=[CH:5][CH:4]=1)[CH3:2].N[C:28]1C(C(OCC)=O)=CNN=1.C(C1C=CC(C(=O)CC(=O)C(F)(F)C)=CC=1)C. No catalyst specified. The product is [F:18][C:15]([C:13]1[N:12]2[N:19]=[CH:20][C:21]([C:22]([O:24][CH2:25][CH3:26])=[O:23])=[C:11]2[N:10]=[C:9]([C:6]2[CH:7]=[CH:8][C:3]([CH2:1][CH3:2])=[CH:4][CH:5]=2)[CH:14]=1)([F:17])[CH3:28]. The yield is 0.720.